From a dataset of Reaction yield outcomes from USPTO patents with 853,638 reactions. Predict the reaction yield, written as a fraction of the theoretical maximum amount of product (1.0 means a 100% yield; for example, 0.34 means a 34% yield). (1) The reactants are [NH2:1][C:2]1[C:3](Br)=[N:4][CH:5]=[CH:6][CH:7]=1.C(O[C:12]([S-:14])=[S:13])C.[K+].CN(C)C=O.Cl. The catalyst is O. The product is [N:1]1[C:2]2[C:3](=[N:4][CH:5]=[CH:6][CH:7]=2)[S:13][C:12]=1[SH:14]. The yield is 0.970. (2) The reactants are [O:1]1[C:5]2[CH:6]=[CH:7][C:8]([C:10]3([C:13]([NH:15][C:16]4[CH:17]=[C:18]5[C:22](=[CH:23][CH:24]=4)[NH:21][C:20]([C:25](OCC)=[O:26])=[CH:19]5)=[O:14])[CH2:12][CH2:11]3)=[CH:9][C:4]=2[O:3][CH2:2]1.[Li+].[BH4-]. The catalyst is C1COCC1.O. The product is [O:1]1[C:5]2[CH:6]=[CH:7][C:8]([C:10]3([C:13]([NH:15][C:16]4[CH:17]=[C:18]5[C:22](=[CH:23][CH:24]=4)[NH:21][C:20]([CH2:25][OH:26])=[CH:19]5)=[O:14])[CH2:12][CH2:11]3)=[CH:9][C:4]=2[O:3][CH2:2]1. The yield is 0.730. (3) The reactants are Br[C:2]1[C:7]([CH:8]=[O:9])=[C:6]([F:10])[C:5]([O:11][CH2:12][CH:13]2[CH2:18][CH2:17][CH:16]([CH2:19][CH2:20][CH3:21])[CH2:15][CH2:14]2)=[CH:4][CH:3]=1.[CH2:22]([O:24][C:25]1[CH:30]=[CH:29][C:28](B(O)O)=[C:27]([CH:34]=[O:35])[C:26]=1[F:36])[CH3:23].C(=O)([O-])[O-].[K+].[K+].C1(C)C=CC=CC=1. The catalyst is CCCC[N+](CCCC)(CCCC)CCCC.[Br-].C1C=CC([P]([Pd]([P](C2C=CC=CC=2)(C2C=CC=CC=2)C2C=CC=CC=2)([P](C2C=CC=CC=2)(C2C=CC=CC=2)C2C=CC=CC=2)[P](C2C=CC=CC=2)(C2C=CC=CC=2)C2C=CC=CC=2)(C2C=CC=CC=2)C2C=CC=CC=2)=CC=1.O.C(O)C. The product is [CH2:22]([O:24][C:25]1[C:26]([F:36])=[C:27]([CH:34]=[O:35])[C:28]([C:2]2[C:7]([CH:8]=[O:9])=[C:6]([F:10])[C:5]([O:11][CH2:12][CH:13]3[CH2:18][CH2:17][CH:16]([CH2:19][CH2:20][CH3:21])[CH2:15][CH2:14]3)=[CH:4][CH:3]=2)=[CH:29][CH:30]=1)[CH3:23]. The yield is 0.803.